Task: Predict the reaction yield, written as a fraction of the theoretical maximum amount of product (1.0 means a 100% yield; for example, 0.34 means a 34% yield).. Dataset: Reaction yield outcomes from USPTO patents with 853,638 reactions The reactants are [C:1]([C:5]1[CH:6]=[C:7]2[C:12](=[CH:13][CH:14]=1)[N:11]=[C:10]1[S:15][C:16]([C:18]#[N:19])=[CH:17][C:9]1=[CH:8]2)([CH3:4])([CH3:3])[CH3:2].[OH-:20].[Na+]. No catalyst specified. The product is [C:1]([C:5]1[CH:6]=[C:7]2[C:12](=[CH:13][CH:14]=1)[N:11]=[C:10]1[S:15][C:16]([C:18]([NH2:19])=[O:20])=[CH:17][C:9]1=[CH:8]2)([CH3:4])([CH3:2])[CH3:3]. The yield is 0.940.